Dataset: NCI-60 drug combinations with 297,098 pairs across 59 cell lines. Task: Regression. Given two drug SMILES strings and cell line genomic features, predict the synergy score measuring deviation from expected non-interaction effect. (1) Drug 1: CC1=C(C=C(C=C1)NC2=NC=CC(=N2)N(C)C3=CC4=NN(C(=C4C=C3)C)C)S(=O)(=O)N.Cl. Drug 2: CC1=C(C(=CC=C1)Cl)NC(=O)C2=CN=C(S2)NC3=CC(=NC(=N3)C)N4CCN(CC4)CCO. Cell line: LOX IMVI. Synergy scores: CSS=38.4, Synergy_ZIP=7.52, Synergy_Bliss=11.7, Synergy_Loewe=4.50, Synergy_HSA=12.7. (2) Drug 1: C1=CC(=CC=C1CCC2=CNC3=C2C(=O)NC(=N3)N)C(=O)NC(CCC(=O)O)C(=O)O. Drug 2: C1=CC(=CC=C1C#N)C(C2=CC=C(C=C2)C#N)N3C=NC=N3. Cell line: SF-268. Synergy scores: CSS=16.0, Synergy_ZIP=-2.62, Synergy_Bliss=-0.477, Synergy_Loewe=-16.6, Synergy_HSA=-1.72. (3) Drug 1: C1=CC(=CC=C1CCCC(=O)O)N(CCCl)CCCl. Drug 2: C1CN(P(=O)(OC1)NCCCl)CCCl. Cell line: BT-549. Synergy scores: CSS=13.2, Synergy_ZIP=-8.41, Synergy_Bliss=-3.38, Synergy_Loewe=-16.9, Synergy_HSA=-3.78.